The task is: Predict the reactants needed to synthesize the given product.. This data is from Full USPTO retrosynthesis dataset with 1.9M reactions from patents (1976-2016). (1) Given the product [CH2:86]([N:88]1[CH2:93][CH2:92][N:91]([C:54]2[CH:55]=[C:56]3[C:61](=[CH:62][CH:63]=2)[N:60]=[C:59]([CH3:64])[N:58]([C:65]2[CH:66]=[C:67]([NH:72][C:73](=[O:84])[C:74]4[CH:79]=[CH:78][CH:77]=[C:76]([C:80]([F:83])([F:82])[F:81])[CH:75]=4)[CH:68]=[CH:69][C:70]=2[CH3:71])[C:57]3=[O:85])[CH2:90][CH2:89]1)[CH3:87], predict the reactants needed to synthesize it. The reactants are: CC(C)([O-])C.[Na+].C1C=CC(P(C2C(C3C(P(C4C=CC=CC=4)C4C=CC=CC=4)=CC=C4C=3C=CC=C4)=C3C(C=CC=C3)=CC=2)C2C=CC=CC=2)=CC=1.Br[C:54]1[CH:55]=[C:56]2[C:61](=[CH:62][CH:63]=1)[N:60]=[C:59]([CH3:64])[N:58]([C:65]1[CH:66]=[C:67]([NH:72][C:73](=[O:84])[C:74]3[CH:79]=[CH:78][CH:77]=[C:76]([C:80]([F:83])([F:82])[F:81])[CH:75]=3)[CH:68]=[CH:69][C:70]=1[CH3:71])[C:57]2=[O:85].[CH2:86]([N:88]1[CH2:93][CH2:92][NH:91][CH2:90][CH2:89]1)[CH3:87]. (2) Given the product [CH3:12][C:11]1[C:10]([C:9]([OH:14])=[O:13])=[C:4]2[CH:5]=[CH:6][CH:7]=[CH:8][N:3]2[N:2]=1, predict the reactants needed to synthesize it. The reactants are: [I-].[NH2:2][N+:3]1[CH:8]=[CH:7][CH:6]=[CH:5][CH:4]=1.[C:9]([O:14]C)(=[O:13])[C:10]#[C:11][CH3:12].C([O-])([O-])=O.[K+].[K+]. (3) Given the product [C:6]1([S:10]([N:23]2[CH2:28][CH2:27][CH2:26][CH2:25][CH:24]2[CH2:29][CH2:30][CH2:31][C:32]([O:34][CH3:35])=[O:33])(=[O:11])=[O:12])[C:5]2[C:4](=[CH:36][CH:20]=[CH:21][CH:14]=2)[CH:3]=[CH:8][CH:7]=1, predict the reactants needed to synthesize it. The reactants are: CO[C:3]1[CH:8]=[C:7](C)[C:6]([S:10](Cl)(=[O:12])=[O:11])=[C:5]([CH3:14])[CH:4]=1.CCN([CH2:20][CH3:21])CC.Cl.[NH:23]1[CH2:28][CH2:27][CH2:26][CH2:25][CH:24]1[CH2:29][CH2:30][CH2:31][C:32]([O:34][CH3:35])=[O:33].[CH2:36](Cl)Cl. (4) Given the product [O:14]1[CH2:15][CH2:16][N:11]([C:10]2[C:5]3[N:6]([C:17]([C:18]4[CH:19]=[CH:20][C:21]([N:24]5[CH2:25][CH2:26][N:27]([C:30]([O:32][C:33]([CH3:34])([CH3:36])[CH3:35])=[O:31])[CH2:28][CH2:29]5)=[N:22][CH:23]=4)=[C:3]([CH2:1][NH:37][C:38]4[CH:47]=[CH:46][C:45]5[C:40](=[CH:41][CH:42]=[CH:43][CH:44]=5)[N:39]=4)[N:4]=3)[N:7]=[CH:8][CH:9]=2)[CH2:12][CH2:13]1, predict the reactants needed to synthesize it. The reactants are: [CH:1]([C:3]1[N:4]=[C:5]2[C:10]([N:11]3[CH2:16][CH2:15][O:14][CH2:13][CH2:12]3)=[CH:9][CH:8]=[N:7][N:6]2[C:17]=1[C:18]1[CH:19]=[CH:20][C:21]([N:24]2[CH2:29][CH2:28][N:27]([C:30]([O:32][C:33]([CH3:36])([CH3:35])[CH3:34])=[O:31])[CH2:26][CH2:25]2)=[N:22][CH:23]=1)=O.[NH2:37][C:38]1[CH:47]=[CH:46][C:45]2[C:40](=[CH:41][CH:42]=[CH:43][CH:44]=2)[N:39]=1.CC(O)=O.[BH-](OC(C)=O)(OC(C)=O)OC(C)=O.[Na+].C([O-])(O)=O.[Na+]. (5) Given the product [F:1][C:2]1[CH:21]=[C:20]([S:22]([CH3:25])(=[O:23])=[O:24])[CH:19]=[CH:18][C:3]=1[O:4][CH2:5][CH2:6][C@H:7]1[CH2:9][C@H:8]1[CH:10]1[CH2:11][CH2:12][N:13]([C:16]2[O:26][N:27]=[C:28]([CH2:29][O:30][CH3:31])[N:17]=2)[CH2:14][CH2:15]1, predict the reactants needed to synthesize it. The reactants are: [F:1][C:2]1[CH:21]=[C:20]([S:22]([CH3:25])(=[O:24])=[O:23])[CH:19]=[CH:18][C:3]=1[O:4][CH2:5][CH2:6][C@@H:7]1[CH2:9][C@@H:8]1[CH:10]1[CH2:15][CH2:14][N:13]([C:16]#[N:17])[CH2:12][CH2:11]1.[OH:26][NH:27][C:28](=N)[CH2:29][O:30][CH3:31]. (6) Given the product [CH2:1]([O:8][C:9]1[CH:14]=[CH:13][C:12]([C:15]2[CH:16]=[CH:17][C:18]([CH2:21][C:22]([NH:57][CH2:56][CH2:54][OH:55])=[O:24])=[CH:19][CH:20]=2)=[CH:11][C:10]=1[N:25]1[CH2:29][C:28](=[O:30])[NH:27][S:26]1(=[O:31])=[O:32])[C:2]1[CH:3]=[CH:4][CH:5]=[CH:6][CH:7]=1, predict the reactants needed to synthesize it. The reactants are: [CH2:1]([O:8][C:9]1[CH:14]=[CH:13][C:12]([C:15]2[CH:20]=[CH:19][C:18]([CH2:21][C:22]([OH:24])=O)=[CH:17][CH:16]=2)=[CH:11][C:10]=1[N:25]1[CH2:29][C:28](=[O:30])[NH:27][S:26]1(=[O:32])=[O:31])[C:2]1[CH:7]=[CH:6][CH:5]=[CH:4][CH:3]=1.CCN=C=NCCCN(C)C.C1C=CC2N(O)N=NC=2C=1.[CH2:54]([CH2:56][NH2:57])[OH:55]. (7) Given the product [F:1][C:2]1[CH:3]=[C:4]([N:10]2[CH:14]=[C:13]([C:15]#[N:16])[CH:12]=[N:11]2)[CH:5]=[CH:6][C:7]=1[OH:8], predict the reactants needed to synthesize it. The reactants are: [F:1][C:2]1[CH:3]=[C:4]([N:10]2[CH:14]=[C:13]([C:15]#[N:16])[CH:12]=[N:11]2)[CH:5]=[CH:6][C:7]=1[O:8]C.C(S)CCCCCCCCCCC.[Cl-].[Cl-].[Cl-].[Al+3].Cl.